Task: Predict the reaction yield, written as a fraction of the theoretical maximum amount of product (1.0 means a 100% yield; for example, 0.34 means a 34% yield).. Dataset: Reaction yield outcomes from USPTO patents with 853,638 reactions (1) The yield is 1.00. The reactants are C([O:5][C:6](=[O:18])[CH2:7][N:8]1[C:16]2[C:11](=[CH:12][CH:13]=[CH:14][CH:15]=2)[CH2:10][C:9]1=[O:17])(C)(C)C.C(O)(C(F)(F)F)=O. The catalyst is C(Cl)Cl. The product is [O:17]=[C:9]1[CH2:10][C:11]2[C:16](=[CH:15][CH:14]=[CH:13][CH:12]=2)[N:8]1[CH2:7][C:6]([OH:18])=[O:5]. (2) The reactants are C([O-])(=O)C.[NH4+].[OH:6][C:7]1[CH:8]=[C:9]([CH:12]=[CH:13][C:14]=1[OH:15])[CH:10]=O.[N+:16]([CH3:19])([O-:18])=[O:17]. No catalyst specified. The product is [N+:16]([CH:19]=[CH:10][C:9]1[CH:8]=[C:7]([OH:6])[C:14]([OH:15])=[CH:13][CH:12]=1)([O-:18])=[O:17]. The yield is 0.610. (3) The yield is 0.910. The catalyst is ClCCl. The reactants are C1C=CC(N=NC2C=CC(N)=NC=2N)=CC=1.Cl.[Cr](Cl)([O-])(=O)=O.[Cl:23][C:24]1[CH:25]=[C:26]([C@@H:30]([OH:35])[C:31]([O:33][CH3:34])=[O:32])[CH:27]=[CH:28][CH:29]=1.[Cr](Cl)([O-])(=O)=O.[NH+]1C=CC=CC=1. The product is [Cl:23][C:24]1[CH:25]=[C:26]([C:30](=[O:35])[C:31]([O:33][CH3:34])=[O:32])[CH:27]=[CH:28][CH:29]=1.